Dataset: Catalyst prediction with 721,799 reactions and 888 catalyst types from USPTO. Task: Predict which catalyst facilitates the given reaction. (1) Reactant: [CH2:1]([O:3][C:4]([C:6]1[C:15](=[O:16])[C:14]2[C:9](=[CH:10][C:11]([Cl:18])=[C:12]([F:17])[CH:13]=2)[N:8]([CH2:19][CH2:20][CH2:21][CH2:22][NH2:23])[CH:7]=1)=[O:5])[CH3:2].I[CH2:25][CH2:26][CH2:27][CH2:28][N:29]1[C:34](=[O:35])[CH:33]=[C:32]([NH:36][C:37]2[CH:42]=[CH:41][C:40]([CH3:43])=[C:39]([CH2:44][CH3:45])[CH:38]=2)[NH:31][C:30]1=[O:46].C(=O)([O-])[O-].[K+].[K+]. Product: [CH2:1]([O:3][C:4]([C:6]1[C:15](=[O:16])[C:14]2[C:9](=[CH:10][C:11]([Cl:18])=[C:12]([F:17])[CH:13]=2)[N:8]([CH2:19][CH2:20][CH2:21][CH2:22][NH:23][CH2:25][CH2:26][CH2:27][CH2:28][N:29]2[C:34](=[O:35])[CH:33]=[C:32]([NH:36][C:37]3[CH:42]=[CH:41][C:40]([CH3:43])=[C:39]([CH2:44][CH3:45])[CH:38]=3)[NH:31][C:30]2=[O:46])[CH:7]=1)=[O:5])[CH3:2]. The catalyst class is: 689. (2) Reactant: [CH3:1][O:2][C:3]1[C:11]2[O:10][CH:9]=[C:8]([CH2:12][CH2:13][NH:14][C:15](=[O:19])[O:16][CH2:17][CH3:18])[C:7]=2[CH:6]=[CH:5][CH:4]=1.C=O.[C:22]1(C)C=CC(S(O)(=O)=O)=CC=1. Product: [CH3:1][O:2][C:3]1[C:11]2[O:10][C:9]3[CH2:22][N:14]([C:15]([O:16][CH2:17][CH3:18])=[O:19])[CH2:13][CH2:12][C:8]=3[C:7]=2[CH:6]=[CH:5][CH:4]=1. The catalyst class is: 6. (3) Reactant: CO[CH:3](OC)[CH2:4][NH:5][C:6]1[N:11]=[C:10]([NH2:12])[N:9]2[N:13]=[C:14]([C:16]3[O:17][CH:18]=[CH:19][CH:20]=3)[N:15]=[C:8]2[N:7]=1.C(O)(C(F)(F)F)=O.O.[F:31][C:32]1[CH:37]=[C:36]([F:38])[CH:35]=[CH:34][C:33]=1[N:39]1[CH2:44][CH2:43][NH:42][CH2:41][CH2:40]1.N1CCNCC1.BrC1C=CC(F)=CC=1F.[BH-](OC(C)=O)(OC(C)=O)OC(C)=O.[Na+]. Product: [F:31][C:32]1[CH:37]=[C:36]([F:38])[CH:35]=[CH:34][C:33]=1[N:39]1[CH2:40][CH2:41][N:42]([CH2:3][CH2:4][NH:5][C:6]2[N:11]=[C:10]([NH2:12])[N:9]3[N:13]=[C:14]([C:16]4[O:17][CH:18]=[CH:19][CH:20]=4)[N:15]=[C:8]3[N:7]=2)[CH2:43][CH2:44]1. The catalyst class is: 347. (4) Reactant: [CH3:1][C@H:2]1[CH2:7][N:6]([CH2:8][C:9]2[CH:14]=[CH:13][C:12]([N+:15]([O-])=O)=[CH:11][CH:10]=2)[CH2:5][CH2:4][N:3]1[C:18]([O:20][C:21]([CH3:24])([CH3:23])[CH3:22])=[O:19].[Cl-].[NH4+]. Product: [NH2:15][C:12]1[CH:13]=[CH:14][C:9]([CH2:8][N:6]2[CH2:5][CH2:4][N:3]([C:18]([O:20][C:21]([CH3:24])([CH3:23])[CH3:22])=[O:19])[C@@H:2]([CH3:1])[CH2:7]2)=[CH:10][CH:11]=1. The catalyst class is: 406. (5) Reactant: C(OC([N:8]1[CH2:13][CH2:12][C:11]([C:29]2[CH:34]=[CH:33][C:32]([Cl:35])=[CH:31][CH:30]=2)([CH:14]([O:16][C:17]2[CH:26]=[C:25]3[C:20]([C:21](=[O:28])[NH:22][C:23](=[O:27])[NH:24]3)=[CH:19][CH:18]=2)C)[CH2:10][CH2:9]1)=O)(C)(C)C.Cl.Cl[CH2:38]Cl. Product: [Cl:35][C:32]1[CH:33]=[CH:34][C:29]([C:11]2([CH2:14][O:16][C:17]3[CH:26]=[C:25]4[C:20]([C:21](=[O:28])[NH:22][C:23](=[O:27])[N:24]4[CH3:38])=[CH:19][CH:18]=3)[CH2:10][CH2:9][NH:8][CH2:13][CH2:12]2)=[CH:30][CH:31]=1. The catalyst class is: 12. (6) Reactant: Br[C:2]1[CH:7]=[CH:6][C:5]([N:8]2[C:16]3[C:15]([OH:17])=[C:14]([C:18]#[N:19])[C:13](=[O:20])[NH:12][C:11]=3[CH:10]=[C:9]2[Cl:21])=[CH:4][CH:3]=1.[OH-].[NH4+:23]. Product: [NH2:23][C:2]1[CH:7]=[CH:6][C:5]([N:8]2[C:16]3[C:15]([OH:17])=[C:14]([C:18]#[N:19])[C:13](=[O:20])[NH:12][C:11]=3[CH:10]=[C:9]2[Cl:21])=[CH:4][CH:3]=1. The catalyst class is: 122. (7) Reactant: [CH3:1][C:2]1[CH:7]=[CH:6][C:5]([S:8]([O:11][CH2:12][CH:13]2[CH2:17][C:16]3[C:18](Br)=[CH:19][CH:20]=[CH:21][C:15]=3[O:14]2)(=[O:10])=[O:9])=[CH:4][CH:3]=1.[CH3:23][C:24]1[CH:29]=[CH:28][CH:27]=[C:26]([CH3:30])[C:25]=1B(O)O.O.O.O.O.O.O.O.O.[OH-].[Ba+2].[OH-]. Product: [CH3:1][C:2]1[CH:7]=[CH:6][C:5]([S:8]([O:11][CH2:12][CH:13]2[CH2:17][C:16]3[C:18]([C:25]4[C:26]([CH3:30])=[CH:27][CH:28]=[CH:29][C:24]=4[CH3:23])=[CH:19][CH:20]=[CH:21][C:15]=3[O:14]2)(=[O:10])=[O:9])=[CH:4][CH:3]=1. The catalyst class is: 73. (8) Reactant: [F:1][C:2]([F:28])([C:21]([F:27])([F:26])[C:22]([F:25])([F:24])[F:23])[C:3]([C:6]1[CH:19]=[CH:18][C:9]([NH:10][C:11](=[O:17])[O:12][C:13]([CH3:16])([CH3:15])[CH3:14])=[C:8]([CH3:20])[CH:7]=1)(O)[CH3:4].CC(C)([O-])C.[K+].FC(F)(F)C(OC(=O)C(F)(F)F)=O. Product: [F:26][C:21]([F:27])([C:22]([F:23])([F:24])[F:25])[C:2]([F:1])([F:28])[C:3]([C:6]1[CH:19]=[CH:18][C:9]([NH:10][C:11](=[O:17])[O:12][C:13]([CH3:16])([CH3:15])[CH3:14])=[C:8]([CH3:20])[CH:7]=1)=[CH2:4]. The catalyst class is: 7. (9) Reactant: C(N[CH:5]([CH3:7])[CH3:6])(C)C.[Li]CCCC.CCCCCC.C([N-]C(C)C)(C)C.[Li+].[CH2:27]([C:31]1[CH:35]=[CH:34][S:33][CH:32]=1)[CH2:28][CH2:29][CH3:30].C[O:37][B:38](OC)[O:39]C.C(O)CCO. Product: [CH2:27]([C:31]1[CH:35]=[C:34]([B:38]2[O:39][CH2:6][CH2:5][CH2:7][O:37]2)[S:33][CH:32]=1)[CH2:28][CH2:29][CH3:30]. The catalyst class is: 27.